Task: Predict which catalyst facilitates the given reaction.. Dataset: Catalyst prediction with 721,799 reactions and 888 catalyst types from USPTO (1) Reactant: [CH3:1][C:2]1[O:6][N:5]=[C:4]([C:7]([C:9]2[CH:14]=[CH:13][CH:12]=[CH:11][C:10]=2[CH2:15][O:16][CH:17]([O:19][CH2:20][CH3:21])[CH3:18])=O)[CH:3]=1.CO.Cl.[CH3:25][O:26][NH2:27].C[O-].[Na+].CO. Product: [CH3:25][O:26][N:27]=[C:7]([C:4]1[CH:3]=[C:2]([CH3:1])[O:6][N:5]=1)[C:9]1[CH:14]=[CH:13][CH:12]=[CH:11][C:10]=1[CH2:15][O:16][CH:17]([O:19][CH2:20][CH3:21])[CH3:18]. The catalyst class is: 170. (2) Reactant: [Cl:1][C:2]1[CH:10]=[C:9]([F:11])[C:8]([N+:12]([O-:14])=[O:13])=[CH:7][C:3]=1[C:4](O)=[O:5].S(Cl)([Cl:17])=O. Product: [Cl:1][C:2]1[CH:10]=[C:9]([F:11])[C:8]([N+:12]([O-:14])=[O:13])=[CH:7][C:3]=1[C:4]([Cl:17])=[O:5]. The catalyst class is: 17. (3) Reactant: [I:1][C:2]1[CH:3]=[CH:4][C:5]2[N:6]([C:8]([CH3:13])=[C:9]([CH2:11]O)[N:10]=2)[CH:7]=1.S(Cl)([Cl:16])=O. Product: [Cl:16][CH2:11][C:9]1[N:10]=[C:5]2[CH:4]=[CH:3][C:2]([I:1])=[CH:7][N:6]2[C:8]=1[CH3:13]. The catalyst class is: 2. (4) Reactant: [Cl:1][C:2]1[CH:3]=[C:4]2[C:8](=[CH:9][CH:10]=1)[N:7]([CH:11]([CH2:15][CH:16]([CH3:18])[CH3:17])[C:12]([OH:14])=O)[C:6](=[O:19])[C:5]2=[O:20].[N:21]1[CH:26]=[CH:25][CH:24]=[CH:23][C:22]=1[NH2:27].C(N(CC)C(C)C)(C)C.F[P-](F)(F)(F)(F)F.N1(O[P+](N(C)C)(N(C)C)N(C)C)C2C=CC=CC=2N=N1. Product: [N:21]1[CH:26]=[CH:25][CH:24]=[CH:23][C:22]=1[NH:27][C:12](=[O:14])[CH:11]([N:7]1[C:8]2[C:4](=[CH:3][C:2]([Cl:1])=[CH:10][CH:9]=2)[C:5](=[O:20])[C:6]1=[O:19])[CH2:15][CH:16]([CH3:18])[CH3:17]. The catalyst class is: 42. (5) Reactant: [C:1]([C:3]([C:6]1[CH:7]=[C:8]([CH:31]=[CH:32][CH:33]=1)[C:9]([NH:11][C:12]1[CH:17]=[CH:16][C:15]([CH3:18])=[C:14]([N:19]2[C:28](=[O:29])[C:27]3[C:22](=[C:23]([OH:30])[CH:24]=[CH:25][CH:26]=3)[N:21]=[CH:20]2)[CH:13]=1)=[O:10])([CH3:5])[CH3:4])#[N:2].Cl.[CH2:35]([N:37]([CH2:41][CH3:42])[CH2:38][CH2:39]Cl)[CH3:36].C(=O)([O-])[O-].[K+].[K+].[I-].[Na+]. Product: [C:1]([C:3]([CH3:4])([CH3:5])[C:6]1[CH:7]=[C:8]([CH:31]=[CH:32][CH:33]=1)[C:9]([NH:11][C:12]1[CH:17]=[CH:16][C:15]([CH3:18])=[C:14]([N:19]2[C:28](=[O:29])[C:27]3[C:22](=[C:23]([O:30][CH2:36][CH2:35][N:37]([CH2:41][CH3:42])[CH2:38][CH3:39])[CH:24]=[CH:25][CH:26]=3)[N:21]=[CH:20]2)[CH:13]=1)=[O:10])#[N:2]. The catalyst class is: 21. (6) Reactant: [CH2:1]([O:8][C:9]([NH:11]/[C:12](=[CH:17]\[C:18]1[S:19][CH:20]=[C:21]([Br:23])[CH:22]=1)/[C:13]([O:15][CH3:16])=[O:14])=[O:10])[C:2]1[CH:7]=[CH:6][CH:5]=[CH:4][CH:3]=1.C(N(CC)CC)C.[NH2:31][C:32]1[CH:37]=[CH:36][CH:35]=[CH:34][C:33]=1[SH:38]. Product: [NH2:31][C:32]1[CH:37]=[CH:36][CH:35]=[CH:34][C:33]=1[S:38][CH:17]([C:18]1[S:19][CH:20]=[C:21]([Br:23])[CH:22]=1)[C@@H:12]([C:13]([O:15][CH3:16])=[O:14])[NH:11][C:9]([O:8][CH2:1][C:2]1[CH:7]=[CH:6][CH:5]=[CH:4][CH:3]=1)=[O:10]. The catalyst class is: 5. (7) Reactant: [C:1]([C:5]1[C:14]([O:15]C(=O)C(C)(C)C)=[CH:13][C:8]2[CH2:9][CH:10]([CH3:12])[O:11][C:7]=2[CH:6]=1)([CH3:4])([CH3:3])[CH3:2].[H-].C([Al+]CC(C)C)C(C)C. Product: [C:1]([C:5]1[C:14]([OH:15])=[CH:13][C:8]2[CH2:9][CH:10]([CH3:12])[O:11][C:7]=2[CH:6]=1)([CH3:2])([CH3:3])[CH3:4]. The catalyst class is: 81.